From a dataset of Catalyst prediction with 721,799 reactions and 888 catalyst types from USPTO. Predict which catalyst facilitates the given reaction. (1) Reactant: [H-].[Al+3].[Li+].[H-].[H-].[H-].C[O:8][C:9](=O)[C:10]1[CH:15]=[CH:14][C:13]([NH:16][C:17](=[O:19])[CH3:18])=[C:12]([I:20])[CH:11]=1. Product: [OH:8][CH2:9][C:10]1[CH:15]=[CH:14][C:13]([NH:16][C:17](=[O:19])[CH3:18])=[C:12]([I:20])[CH:11]=1. The catalyst class is: 1. (2) Reactant: C(N(C(C)C)CC)(C)C.Cl.Cl.[NH:12]1[CH:16]=[CH:15][N:14]=[C:13]1[NH:17][C:18](=[O:31])[CH2:19][CH2:20][CH2:21][CH2:22][CH2:23][CH2:24][CH2:25][CH2:26][CH2:27][CH2:28][CH2:29][NH2:30].I.[NH2:33][C:34]1[C:35]([C:42]([NH:44][C:45](=[NH:48])SC)=[O:43])=[N:36][C:37]([Cl:41])=[C:38]([NH2:40])[N:39]=1. Product: [NH:12]1[CH:16]=[CH:15][N:14]=[C:13]1[NH:17][C:18](=[O:31])[CH2:19][CH2:20][CH2:21][CH2:22][CH2:23][CH2:24][CH2:25][CH2:26][CH2:27][CH2:28][CH2:29][NH:30][C:45]([NH2:48])=[N:44][C:42]([C:35]1[C:34]([NH2:33])=[N:39][C:38]([NH2:40])=[C:37]([Cl:41])[N:36]=1)=[O:43]. The catalyst class is: 8. (3) Reactant: [Br:1][C:2]1[CH:3]=[C:4]([CH:12]=[C:13]([Cl:15])[CH:14]=1)[O:5][CH2:6][CH:7]([OH:11])[CH2:8][NH:9][CH3:10].C(N(CC)CC)C.[CH3:35][C:34]([O:33][C:31](O[C:31]([O:33][C:34]([CH3:37])([CH3:36])[CH3:35])=[O:32])=[O:32])([CH3:37])[CH3:36]. Product: [Br:1][C:2]1[CH:3]=[C:4]([CH:12]=[C:13]([Cl:15])[CH:14]=1)[O:5][CH2:6][CH:7]([OH:11])[CH2:8][N:9]([CH3:10])[C:31](=[O:32])[O:33][C:34]([CH3:35])([CH3:36])[CH3:37]. The catalyst class is: 4. (4) Reactant: [Cl:1][C:2]1[C:3]([CH3:14])=[C:4]([N:8]2[C:12](=[O:13])[CH2:11][NH:10][CH2:9]2)[CH:5]=C[CH:7]=1.[Cl:15][C:16]1[CH:17]=[C:18]([CH:26]=[CH:27][CH:28]=1)[C:19]([NH:21][CH2:22][C:23](O)=[O:24])=[O:20].F[P-](F)(F)(F)(F)F.N1(O[P+](N(C)C)(N(C)C)N(C)C)C2C=CC=CC=2N=N1. Product: [Cl:15][C:16]1[CH:17]=[C:18]([CH:26]=[CH:27][CH:28]=1)[C:19]([NH:21][CH2:22][C:23]([N:10]1[CH2:11][C:12](=[O:13])[N:8]([C:4](=[CH2:5])[C:3]([CH3:14])=[C:2]([Cl:1])[CH3:7])[CH2:9]1)=[O:24])=[O:20]. The catalyst class is: 3.